This data is from Catalyst prediction with 721,799 reactions and 888 catalyst types from USPTO. The task is: Predict which catalyst facilitates the given reaction. (1) Reactant: [CH2:1]([O:3][C:4]([C:6]1[C:7]([O:31][CH2:32][CH2:33][O:34]C2CCCCO2)=[C:8]2[C:12](=[CH:13][CH:14]=1)[N:11]([C:15]([O:17][C:18]([CH3:21])([CH3:20])[CH3:19])=[O:16])[N:10]=[C:9]2/[CH:22]=[CH:23]/[C:24]1[CH:29]=[CH:28][C:27]([F:30])=[CH:26][CH:25]=1)=[O:5])[CH3:2].Cl.O. Product: [CH2:1]([O:3][C:4]([C:6]1[C:7]([O:31][CH2:32][CH2:33][OH:34])=[C:8]2[C:12](=[CH:13][CH:14]=1)[N:11]([C:15]([O:17][C:18]([CH3:20])([CH3:21])[CH3:19])=[O:16])[N:10]=[C:9]2/[CH:22]=[CH:23]/[C:24]1[CH:29]=[CH:28][C:27]([F:30])=[CH:26][CH:25]=1)=[O:5])[CH3:2]. The catalyst class is: 7. (2) Reactant: C([O:3][C:4](=[O:28])/[CH:5]=[CH:6]/[C:7]1[CH:8]=[N:9][N:10]2[CH:15]=[CH:14][C:13]([N:16]3[CH2:20][CH2:19][CH2:18][CH:17]3[C:21]3[CH:22]=[N:23][CH:24]=[C:25]([F:27])[CH:26]=3)=[N:12][C:11]=12)C.[Li+].[OH-]. Product: [F:27][C:25]1[CH:26]=[C:21]([CH:17]2[CH2:18][CH2:19][CH2:20][N:16]2[C:13]2[CH:14]=[CH:15][N:10]3[N:9]=[CH:8][C:7](/[CH:6]=[CH:5]/[C:4]([OH:28])=[O:3])=[C:11]3[N:12]=2)[CH:22]=[N:23][CH:24]=1. The catalyst class is: 88. (3) Reactant: [F:1][CH:2]([F:32])[C:3]1[N:7]([C:8]2[N:13]=[C:12]([N:14]3[CH2:19][CH2:18][O:17][CH2:16][CH2:15]3)[N:11]=[C:10]([N:20]3[CH2:25][CH2:24][NH:23][CH2:22][CH2:21]3)[N:9]=2)[C:6]2[CH:26]=[CH:27][CH:28]=[C:29]([O:30][CH3:31])[C:5]=2[N:4]=1.[Cl:33][CH2:34][S:35](Cl)(=[O:37])=[O:36].C(Cl)Cl.CCOC(C)=O. Product: [Cl:33][CH2:34][S:35]([N:23]1[CH2:24][CH2:25][N:20]([C:10]2[N:11]=[C:12]([N:14]3[CH2:15][CH2:16][O:17][CH2:18][CH2:19]3)[N:13]=[C:8]([N:7]3[C:6]4[CH:26]=[CH:27][CH:28]=[C:29]([O:30][CH3:31])[C:5]=4[N:4]=[C:3]3[CH:2]([F:1])[F:32])[N:9]=2)[CH2:21][CH2:22]1)(=[O:37])=[O:36]. The catalyst class is: 228. (4) Reactant: [CH3:1][O:2][C:3]1[CH:8]=[CH:7][C:6]([C:9]2[N:10]=[C:11]([CH:22]3[CH2:27][CH2:26][N:25]([C:28](=[O:40])[N:29]([O:31][CH2:32][C:33]([O:35]C(C)(C)C)=[O:34])[CH3:30])[CH2:24][CH2:23]3)[O:12][C:13]=2[C:14]2[CH:19]=[CH:18][C:17]([O:20][CH3:21])=[CH:16][CH:15]=2)=[CH:5][CH:4]=1.N1C(C)=CC=CC=1C.O([Si](C)(C)C)S(C(F)(F)F)(=O)=O.Cl. Product: [CH3:1][O:2][C:3]1[CH:8]=[CH:7][C:6]([C:9]2[N:10]=[C:11]([CH:22]3[CH2:23][CH2:24][N:25]([C:28](=[O:40])[N:29]([O:31][CH2:32][C:33]([OH:35])=[O:34])[CH3:30])[CH2:26][CH2:27]3)[O:12][C:13]=2[C:14]2[CH:15]=[CH:16][C:17]([O:20][CH3:21])=[CH:18][CH:19]=2)=[CH:5][CH:4]=1. The catalyst class is: 4. (5) Reactant: [C:1]([C:5]1[CH:10]=[CH:9][C:8]([C:11]2[CH:20]=[CH:19][C:14]([C:15](OC)=[O:16])=[C:13]([CH3:21])[N:12]=2)=[CH:7][CH:6]=1)([CH3:4])([CH3:3])[CH3:2].[H-].C([Al+]CC(C)C)C(C)C.CCCCCC.O.O.O.O.O.O.O.O.O.O.S([O-])([O-])(=O)=O.[Mg+2]. Product: [C:1]([C:5]1[CH:6]=[CH:7][C:8]([C:11]2[N:12]=[C:13]([CH3:21])[C:14]([CH2:15][OH:16])=[CH:19][CH:20]=2)=[CH:9][CH:10]=1)([CH3:4])([CH3:2])[CH3:3]. The catalyst class is: 7. (6) Reactant: [CH:1]1([CH2:6][CH:7]([CH2:27][N:28]([CH:37]=[O:38])[O:29]CC2C=CC=CC=2)[C:8]([N:10]2[CH2:26][CH2:25][CH2:24][C@H:11]2[C:12]([NH:14][C:15]([C:17]2[CH:22]=[CH:21][C:20]([F:23])=[CH:19][CH:18]=2)=[O:16])=[O:13])=[O:9])[CH2:5][CH2:4][CH2:3][CH2:2]1. Product: [CH:1]1([CH2:6][C@H:7]([CH2:27][N:28]([CH:37]=[O:38])[OH:29])[C:8]([N:10]2[CH2:26][CH2:25][CH2:24][C@H:11]2[C:12]([NH:14][C:15]([C:17]2[CH:18]=[CH:19][C:20]([F:23])=[CH:21][CH:22]=2)=[O:16])=[O:13])=[O:9])[CH2:5][CH2:4][CH2:3][CH2:2]1. The catalyst class is: 5. (7) Reactant: [Br:1][C:2]1[CH:8]=[CH:7][C:5]([NH2:6])=[CH:4][CH:3]=1.N([O-])=[O:10].[Na+].[C:13]([O-])(=O)[CH3:14].[Na+].[CH2:18]([O:20][C:21]([CH:23]1[CH2:27][CH2:26][CH2:25][C:24]1=[O:28])=[O:22])[CH3:19]. Product: [Br:1][C:2]1[CH:8]=[C:7]2[C:5](=[CH:4][CH:3]=1)[NH:6][C:25]([C:24]([O:28][CH2:13][CH3:14])=[O:10])=[C:26]2[CH2:27][CH2:23][C:21]([O:20][CH2:18][CH3:19])=[O:22]. The catalyst class is: 126.